This data is from Full USPTO retrosynthesis dataset with 1.9M reactions from patents (1976-2016). The task is: Predict the reactants needed to synthesize the given product. (1) Given the product [F:16][C:17]1[CH:22]=[C:21]([C:23]([F:24])([F:25])[F:26])[CH:20]=[CH:19][C:18]=1[C:2]1[C:3]2[CH2:10][CH2:9][CH:8]([NH:11][C:12](=[O:15])[CH2:13][CH3:14])[C:4]=2[CH:5]=[N:6][CH:7]=1, predict the reactants needed to synthesize it. The reactants are: Br[C:2]1[C:3]2[CH2:10][CH2:9][CH:8]([NH:11][C:12](=[O:15])[CH2:13][CH3:14])[C:4]=2[CH:5]=[N:6][CH:7]=1.[F:16][C:17]1[CH:22]=[C:21]([C:23]([F:26])([F:25])[F:24])[CH:20]=[CH:19][C:18]=1B(O)O. (2) Given the product [CH3:1][C@@H:2]1[O:7][C@@H:6]([O:8][C@H:9]2[C@@H:100]3[NH:101][C:102](=[O:103])[C@@H:81]([C:82]4[CH:83]=[CH:84][C:85]([OH:107])=[C:86]([C:88]5[C:93]([OH:94])=[CH:92][C:91]([OH:95])=[CH:90][C:89]=5[C@@H:96]([C:104]([OH:106])=[O:105])[NH:97][C:98]3=[O:99])[CH:87]=4)[NH:80][C:78](=[O:79])[C@H:77]3[C:20]4=[CH:21][C:22]([O:60][C:61]5[CH:62]=[CH:63][C:64]([C@@H:68]([OH:122])[C@@H:69]([NH:112][C:113]([C@H:115]([NH:120][CH3:121])[CH2:116][CH:117]([CH3:118])[CH3:119])=[O:114])[C:70]([NH:72][C@@H:73]([CH2:108][C:109]([NH2:111])=[O:110])[C:74]([NH:76]3)=[O:75])=[O:71])=[CH:65][C:66]=5[Cl:67])=[C:23]([O:24][C@@H:25]3[O:30][C@H:29]([CH2:31][OH:32])[C@@H:28]([OH:33])[C@H:27]([OH:34])[C@H:26]3[O:35][C@@H:36]3[O:41][C@@H:40]([CH3:42])[C@H:39]([OH:43])[C@:38]([NH:45][CH2:46][C:47]5[CH:52]=[CH:51][C:50]([C:53]6[CH:58]=[CH:57][C:56]([Cl:59])=[CH:55][CH:54]=6)=[CH:49][CH:48]=5)([CH3:44])[CH2:37]3)[C:18](=[CH:19]4)[O:17][C:13]3=[C:14]([Cl:16])[CH:15]=[C:10]2[CH:11]=[CH:12]3)[CH2:5][C@@:4]([NH2:124])([CH3:123])[C@H:3]1[OH:125], predict the reactants needed to synthesize it. The reactants are: [CH3:1][C@@H:2]1[O:7][C@@H:6]([O:8][C@H:9]2[C@@H:100]3[NH:101][C:102](=[O:103])[C@@H:81]([C:82]4[CH:83]=[CH:84][C:85]([OH:107])=[C:86]([C:88]5[C:93]([OH:94])=[CH:92][C:91]([OH:95])=[CH:90][C:89]=5[C@@H:96]([C:104]([OH:106])=[O:105])[NH:97][C:98]3=[O:99])[CH:87]=4)[NH:80][C:78](=[O:79])[C@H:77]3[C:20]4=[CH:21][C:22]([O:60][C:61]5[CH:62]=[CH:63][C:64]([C@@H:68]([OH:122])[C@@H:69]([NH:112][C:113]([C@H:115]([NH:120][CH3:121])[CH2:116][CH:117]([CH3:119])[CH3:118])=[O:114])[C:70]([NH:72][C@@H:73]([CH2:108][C:109]([NH2:111])=[O:110])[C:74]([NH:76]3)=[O:75])=[O:71])=[CH:65][C:66]=5[Cl:67])=[C:23]([O:24][C@@H:25]3[O:30][C@H:29]([CH2:31][OH:32])[C@@H:28]([OH:33])[C@H:27]([OH:34])[C@H:26]3[O:35][C@@H:36]3[O:41][C@@H:40]([CH3:42])[C@H:39]([OH:43])[C@:38]([NH:45][CH2:46][C:47]5[CH:48]=[CH:49][C:50]([C:53]6[CH:54]=[CH:55][C:56]([Cl:59])=[CH:57][CH:58]=6)=[CH:51][CH:52]=5)([CH3:44])[CH2:37]3)[C:18](=[CH:19]4)[O:17][C:13]3=[C:14]([Cl:16])[CH:15]=[C:10]2[CH:11]=[CH:12]3)[CH2:5][C@@:4]([NH2:124])([CH3:123])[C@H:3]1[OH:125].OP(O)(O)=O.C([O-])(O)=O.[Na+].C(=O)([O-])ON1C(=O)CCC1=O. (3) Given the product [O:13]([CH2:20][CH2:21][O:22][C:1](=[O:11])[C:2]1[CH:10]=[CH:9][C:5]([C:6]([O:22][CH2:21][CH2:20][O:13][C:14]2[CH:19]=[CH:18][CH:17]=[CH:16][CH:15]=2)=[O:7])=[CH:4][CH:3]=1)[C:14]1[CH:19]=[CH:18][CH:17]=[CH:16][CH:15]=1, predict the reactants needed to synthesize it. The reactants are: [C:1](Cl)(=[O:11])[C:2]1[CH:10]=[CH:9][C:5]([C:6](Cl)=[O:7])=[CH:4][CH:3]=1.[O:13]([CH2:20][CH2:21][OH:22])[C:14]1[CH:19]=[CH:18][CH:17]=[CH:16][CH:15]=1. (4) Given the product [Cl:33][C:34]1[CH:35]=[C:36]([C:40]([N:43]2[CH2:48][CH2:47][CH2:46][C@@H:45]([O:49][C:50]3[C:59]([CH:60]4[CH2:62][CH2:61]4)=[CH:58][C:53]([C:54]([OH:56])=[O:55])=[C:52]([F:63])[CH:51]=3)[CH2:44]2)([CH3:41])[CH3:42])[CH:37]=[CH:38][CH:39]=1, predict the reactants needed to synthesize it. The reactants are: ClC1C(N2CC(COC3C(C4CC4)=CC(C(OC)=O)=C(F)C=3)(C)C2)=NC=C(C(F)(F)F)C=1.[Cl:33][C:34]1[CH:35]=[C:36]([C:40]([N:43]2[CH2:48][CH2:47][CH2:46][C@@H:45]([O:49][C:50]3[C:59]([CH:60]4[CH2:62][CH2:61]4)=[CH:58][C:53]([C:54]([O:56]C)=[O:55])=[C:52]([F:63])[CH:51]=3)[CH2:44]2)([CH3:42])[CH3:41])[CH:37]=[CH:38][CH:39]=1. (5) Given the product [CH3:7][C:8]1[CH:9]=[CH:10][C:11]([PH:14][C:15]2[CH:20]=[CH:19][C:18]([CH3:21])=[CH:17][CH:16]=2)=[CH:12][CH:13]=1.[BH3:5], predict the reactants needed to synthesize it. The reactants are: [Cl-].[Ce+3].[Cl-].[Cl-].[BH4-:5].[Na+].[CH3:7][C:8]1[CH:13]=[CH:12][C:11]([PH:14](=O)[C:15]2[CH:20]=[CH:19][C:18]([CH3:21])=[CH:17][CH:16]=2)=[CH:10][CH:9]=1.[H-].[Al+3].[Li+].[H-].[H-].[H-].Cl. (6) Given the product [CH:1]1([CH:7]([NH:24][C:25]2[CH:33]=[CH:32][C:28]([C:29]([NH:57][CH2:58][CH:59]([CH3:64])[C:60]([O:62][CH3:63])=[O:61])=[O:30])=[CH:27][CH:26]=2)[C:8]2[C:9]([CH2:22][CH3:23])=[N:10][N:11]([C:13]3[CH:18]=[CH:17][CH:16]=[C:15]([O:19][CH2:20][CH3:21])[CH:14]=3)[CH:12]=2)[CH2:2][CH2:3][CH2:4][CH2:5][CH2:6]1, predict the reactants needed to synthesize it. The reactants are: [CH:1]1([CH:7]([NH:24][C:25]2[CH:33]=[CH:32][C:28]([C:29](O)=[O:30])=[CH:27][CH:26]=2)[C:8]2[C:9]([CH2:22][CH3:23])=[N:10][N:11]([C:13]3[CH:18]=[CH:17][CH:16]=[C:15]([O:19][CH2:20][CH3:21])[CH:14]=3)[CH:12]=2)[CH2:6][CH2:5][CH2:4][CH2:3][CH2:2]1.Cl.C(N=C=NCCCN(C)C)C.O.ON1C2C=CC=CC=2N=N1.[NH2:57][CH2:58][CH:59]([CH3:64])[C:60]([O:62][CH3:63])=[O:61].